The task is: Predict the reactants needed to synthesize the given product.. This data is from Full USPTO retrosynthesis dataset with 1.9M reactions from patents (1976-2016). (1) Given the product [CH2:6]([C:8]1[CH:9]=[C:10]2[C:15](=[CH:16][CH:17]=1)[N:14]([C:21]([O:23][CH2:24][C:25]1[CH:30]=[CH:29][CH:28]=[CH:27][CH:26]=1)=[O:22])[CH2:13][CH2:12][C:11]2=[O:18])[CH3:7], predict the reactants needed to synthesize it. The reactants are: C(=O)(O)[O-].[Na+].[CH2:6]([C:8]1[CH:9]=[C:10]2[C:15](=[CH:16][CH:17]=1)[NH:14][CH2:13][CH2:12][C:11]2=[O:18])[CH3:7].O.Cl[C:21]([O:23][CH2:24][C:25]1[CH:30]=[CH:29][CH:28]=[CH:27][CH:26]=1)=[O:22]. (2) Given the product [C:3]([C:11]1[CH:12]=[CH:13][C:14]([CH2:15][N:16]2[CH2:20][CH2:19][C@@H:18]([N:21]([C:22]3[CH:23]=[CH:24][C:25](/[CH:28]=[CH:29]/[C:30](=[O:31])[NH:49][O:48][CH:43]4[CH2:44][CH2:45][CH2:46][CH2:47][O:42]4)=[CH:26][N:27]=3)[C:33](=[O:34])[O:35][C:36]([CH3:39])([CH3:38])[CH3:37])[CH2:17]2)=[CH:40][CH:41]=1)(=[O:10])[C:4]1[CH:9]=[CH:8][CH:7]=[CH:6][CH:5]=1, predict the reactants needed to synthesize it. The reactants are: Cl.Cl.[C:3]([C:11]1[CH:41]=[CH:40][C:14]([CH2:15][N:16]2[CH2:20][CH2:19][C@@H:18]([N:21]([C:33]([O:35][C:36]([CH3:39])([CH3:38])[CH3:37])=[O:34])[C:22]3[N:27]=[CH:26][C:25](/[CH:28]=[CH:29]/[C:30](O)=[O:31])=[CH:24][CH:23]=3)[CH2:17]2)=[CH:13][CH:12]=1)(=[O:10])[C:4]1[CH:9]=[CH:8][CH:7]=[CH:6][CH:5]=1.[O:42]1[CH2:47][CH2:46][CH2:45][CH2:44][CH:43]1[O:48][NH2:49].ON1C2C=CC=CC=2N=N1.CN(C)CCCN=C=NCC.C([O-])(O)=O.[Na+]. (3) Given the product [CH:1]1([CH2:7][CH2:8][CH2:9][CH2:10][O:11][C:12](=[O:30])[NH:13][C@@H:14]2[C:17](=[O:18])[NH:16][C:15]2([CH3:28])[CH3:29])[CH2:2][CH2:3][CH2:4][CH2:5][CH2:6]1, predict the reactants needed to synthesize it. The reactants are: [CH:1]1([CH2:7][CH2:8][CH2:9][CH2:10][O:11][C:12](=[O:30])[NH:13][C@@H:14]2[C:17](=[O:18])[N:16](C([Si](C)(C)C)[Si](C)(C)C)[C:15]2([CH3:29])[CH3:28])[CH2:6][CH2:5][CH2:4][CH2:3][CH2:2]1.O=[N+]([O-])[O-].[O-][N+](=O)[O-].[O-][N+](=O)[O-].[O-][N+](=O)[O-].[O-][N+](=O)[O-].[O-][N+](=O)[O-].[Ce+4].[NH4+].[NH4+].CC(C)=O.C([O-])(O)=O.[Na+]. (4) The reactants are: [NH2:1][C:2]1[CH:3]=[N:4][N:5]([CH3:20])[C:6]=1[C:7]1[CH2:12][CH2:11][N:10]([C:13]([O:15][C:16]([CH3:19])([CH3:18])[CH3:17])=[O:14])[CH2:9][CH:8]=1.CCN(C(C)C)C(C)C.C1CN([P+](ON2N=NC3C=CC=CC2=3)(N2CCCC2)N2CCCC2)CC1.F[P-](F)(F)(F)(F)F.[C:63]([O:67][C:68]([NH:70][C:71]1[S:75][C:74]([C:76]2[C:81]([F:82])=[CH:80][CH:79]=[CH:78][C:77]=2[F:83])=[N:73][C:72]=1[C:84](O)=[O:85])=[O:69])([CH3:66])([CH3:65])[CH3:64]. Given the product [F:83][C:77]1[CH:78]=[CH:79][CH:80]=[C:81]([F:82])[C:76]=1[C:74]1[S:75][C:71]([NH:70][C:68](=[O:69])[O:67][C:63]([CH3:65])([CH3:64])[CH3:66])=[C:72]([C:84](=[O:85])[NH:1][C:2]2[CH:3]=[N:4][N:5]([CH3:20])[C:6]=2[C:7]2[CH2:12][CH2:11][N:10]([C:13]([O:15][C:16]([CH3:17])([CH3:19])[CH3:18])=[O:14])[CH2:9][CH:8]=2)[N:73]=1, predict the reactants needed to synthesize it. (5) Given the product [CH:24]([O:23][C:10]1[CH:11]=[C:12]([CH2:15][C:17]2[CH:22]=[CH:21][CH:20]=[CH:19][N:18]=2)[CH:13]=[CH:14][C:9]=1[OH:8])([CH3:26])[CH3:25], predict the reactants needed to synthesize it. The reactants are: C([O:8][C:9]1[CH:14]=[CH:13][C:12]([CH:15]([C:17]2[CH:22]=[CH:21][CH:20]=[CH:19][N:18]=2)O)=[CH:11][C:10]=1[O:23][CH:24]([CH3:26])[CH3:25])C1C=CC=CC=1.C([SiH](CC)CC)C.